This data is from Catalyst prediction with 721,799 reactions and 888 catalyst types from USPTO. The task is: Predict which catalyst facilitates the given reaction. (1) Reactant: [CH2:1]([C:3]1[CH2:7][CH:6]=[C:5]([C:8]([CH3:11])([CH3:10])[CH3:9])[CH:4]=1)[CH3:2].C(=O)=O.CO.CCCCCC.C([Li])CCC.CN1CCN(C)C1=O.[C:36]([C:44]1[CH:49]=[CH:48][CH:47]=[CH:46][CH:45]=1)(=O)[C:37]1[CH:42]=[CH:41][CH:40]=[CH:39][CH:38]=1.Cl. Product: [C:8]([C:5]1[CH:4]=[C:3]([CH2:1][CH3:2])[C:7](=[C:36]([C:44]2[CH:49]=[CH:48][CH:47]=[CH:46][CH:45]=2)[C:37]2[CH:42]=[CH:41][CH:40]=[CH:39][CH:38]=2)[CH:6]=1)([CH3:11])([CH3:10])[CH3:9]. The catalyst class is: 1. (2) Reactant: I[CH2:2][C:3]1[CH:12]=[CH:11][C:6]([C:7]([O:9][CH3:10])=[O:8])=[CH:5][CH:4]=1.[C:13]([O:17][P:18]([O-:25])([O:20][C:21]([CH3:24])([CH3:23])[CH3:22])=[O:19])([CH3:16])([CH3:15])[CH3:14].C([N+](CCCC)(CCCC)CCCC)CCC. Product: [C:21]([O:20][P:18]([O:25][CH2:2][C:3]1[CH:12]=[CH:11][C:6]([C:7]([O:9][CH3:10])=[O:8])=[CH:5][CH:4]=1)([O:17][C:13]([CH3:16])([CH3:15])[CH3:14])=[O:19])([CH3:24])([CH3:23])[CH3:22]. The catalyst class is: 1. (3) Reactant: [OH:1][C:2]1[CH:7]=[CH:6][C:5]([C:8]2[N:9]=[C:10]3[C:16]4[CH:17]=[CH:18][CH:19]=[CH:20][C:15]=4[NH:14][C:13]4[N:21]=[CH:22][CH:23]=[CH:24][C:12]=4[N:11]3[C:25]=2[C:26]2[CH:31]=[CH:30][C:29]([C:32]3([NH:36]C(=O)OC(C)(C)C)[CH2:35][CH2:34][CH2:33]3)=[CH:28][CH:27]=2)=[CH:4][CH:3]=1.Cl.O1CCOCC1. Product: [NH2:36][C:32]1([C:29]2[CH:28]=[CH:27][C:26]([C:25]3[N:11]4[C:12]5[CH:24]=[CH:23][CH:22]=[N:21][C:13]=5[NH:14][C:15]5[CH:20]=[CH:19][CH:18]=[CH:17][C:16]=5[C:10]4=[N:9][C:8]=3[C:5]3[CH:4]=[CH:3][C:2]([OH:1])=[CH:7][CH:6]=3)=[CH:31][CH:30]=2)[CH2:33][CH2:34][CH2:35]1. The catalyst class is: 5. (4) Reactant: [F:1][CH:2]([F:9])[C:3]1[CH:7]=[CH:6][N:5]([CH3:8])[N:4]=1.[Li]CCCC.[I:15]I. Product: [F:1][CH:2]([F:9])[C:3]1[CH:7]=[C:6]([I:15])[N:5]([CH3:8])[N:4]=1. The catalyst class is: 1. (5) Reactant: [C:1]([C:3]1[CH:4]=[C:5]([NH:9][C:10]2[C:19]3[C:14](=[CH:15][C:16](F)=[C:17]([N+:20]([O-:22])=[O:21])[CH:18]=3)[N:13]=[CH:12][N:11]=2)[CH:6]=[CH:7][CH:8]=1)#[CH:2].[CH3:24][O-:25].[Na+].O.Cl. Product: [C:1]([C:3]1[CH:4]=[C:5]([NH:9][C:10]2[C:19]3[C:14](=[CH:15][C:16]([O:25][CH3:24])=[C:17]([N+:20]([O-:22])=[O:21])[CH:18]=3)[N:13]=[CH:12][N:11]=2)[CH:6]=[CH:7][CH:8]=1)#[CH:2]. The catalyst class is: 5. (6) Reactant: [Cl:1][C:2]1[N:11]=[C:10](Cl)[C:9]2[C:4](=[CH:5][CH:6]=[CH:7][CH:8]=2)[N:3]=1.[C:13]1([CH:19]([C:22]2[CH:27]=[CH:26][CH:25]=[CH:24][CH:23]=2)[CH2:20][NH2:21])[CH:18]=[CH:17][CH:16]=[CH:15][CH:14]=1.C(N(CC)CC)C. Product: [Cl:1][C:2]1[N:11]=[C:10]([NH:21][CH2:20][CH:19]([C:13]2[CH:18]=[CH:17][CH:16]=[CH:15][CH:14]=2)[C:22]2[CH:27]=[CH:26][CH:25]=[CH:24][CH:23]=2)[C:9]2[C:4](=[CH:5][CH:6]=[CH:7][CH:8]=2)[N:3]=1. The catalyst class is: 1. (7) Reactant: [NH2:1][C:2]1[S:3][C:4]2[C:10]([C:11]([O:13][CH3:14])=[O:12])=[C:9]([O:15][C:16]3[CH:21]=[CH:20][CH:19]=[C:18]([NH:22][C:23]([C:25]4[CH:30]=[CH:29][CH:28]=[C:27]([C:31]([C:34]#[N:35])([CH3:33])[CH3:32])[CH:26]=4)=[O:24])[CH:17]=3)[CH:8]=[CH:7][C:5]=2[N:6]=1.[CH:36]1([C:39](Cl)=[O:40])[CH2:38][CH2:37]1. Product: [C:34]([C:31]([C:27]1[CH:26]=[C:25]([C:23]([NH:22][C:18]2[CH:17]=[C:16]([CH:21]=[CH:20][CH:19]=2)[O:15][C:9]2[CH:8]=[CH:7][C:5]3[N:6]=[C:2]([NH:1][C:39]([CH:36]4[CH2:38][CH2:37]4)=[O:40])[S:3][C:4]=3[C:10]=2[C:11]([O:13][CH3:14])=[O:12])=[O:24])[CH:30]=[CH:29][CH:28]=1)([CH3:32])[CH3:33])#[N:35]. The catalyst class is: 17. (8) Reactant: [CH:1](=O)[C:2]1[O:6][CH:5]=[CH:4][CH:3]=1.Br[CH2:9][C:10]1[CH:19]=[CH:18][C:17]2[C:12](=[CH:13][CH:14]=[CH:15][CH:16]=2)[CH:11]=1.C1([SiH2]C2C=CC=CC=2)C=CC=CC=1.C(=O)([O-])OC(C)(C)C.[Na+]. Product: [O:6]1[CH:5]=[CH:4][CH:3]=[C:2]1[CH:1]=[CH:9][C:10]1[CH:19]=[CH:18][C:17]2[C:12](=[CH:13][CH:14]=[CH:15][CH:16]=2)[CH:11]=1. The catalyst class is: 11.